From a dataset of Full USPTO retrosynthesis dataset with 1.9M reactions from patents (1976-2016). Predict the reactants needed to synthesize the given product. (1) Given the product [CH2:1]([C:5]1[CH:10]=[CH:9][C:8]([C:11]2[O:20][N:22]=[C:13]([C:14]([O:16][CH2:17][CH3:18])=[O:15])[CH:12]=2)=[CH:7][CH:6]=1)[CH:2]([CH3:4])[CH3:3], predict the reactants needed to synthesize it. The reactants are: [CH2:1]([C:5]1[CH:10]=[CH:9][C:8]([C:11](=[O:20])[CH2:12][C:13](=O)[C:14]([O:16][CH2:17][CH3:18])=[O:15])=[CH:7][CH:6]=1)[CH:2]([CH3:4])[CH3:3].Cl.[NH2:22]O.O. (2) Given the product [CH3:10][O:9][C:6]1[C:7](=[O:8])[C:2]([C:36]2[N:32]([C:26]3[CH:27]=[CH:28][CH:29]=[CH:30][CH:31]=3)[N:33]=[CH:34][CH:35]=2)=[N:3][N:4]([C:11]2[C:24]([F:25])=[CH:23][C:14]3[O:15][C:16]([F:22])([F:21])[C:17]([F:20])([F:19])[O:18][C:13]=3[CH:12]=2)[CH:5]=1, predict the reactants needed to synthesize it. The reactants are: Br[C:2]1[C:7](=[O:8])[C:6]([O:9][CH3:10])=[CH:5][N:4]([C:11]2[C:24]([F:25])=[CH:23][C:14]3[O:15][C:16]([F:22])([F:21])[C:17]([F:20])([F:19])[O:18][C:13]=3[CH:12]=2)[N:3]=1.[C:26]1([N:32]2[C:36](B3OC(C)(C)C(C)(C)O3)=[CH:35][CH:34]=[N:33]2)[CH:31]=[CH:30][CH:29]=[CH:28][CH:27]=1.C([O-])([O-])=O.[K+].[K+]. (3) Given the product [C:13]([C:17]1[N:18]=[C:19]([CH3:25])[C:20]([CH:21]([NH2:22])[CH3:1])=[CH:23][CH:24]=1)([CH3:16])([CH3:15])[CH3:14], predict the reactants needed to synthesize it. The reactants are: [C:1](C1C=CC(C#N)=CN=1)(C)(C)C.[C:13]([C:17]1[CH:24]=[CH:23][C:20]([C:21]#[N:22])=[C:19]([CH3:25])[N:18]=1)([CH3:16])([CH3:15])[CH3:14].C[Mg+].[Br-].C1(C)C=CC=CC=1.C1COCC1.[BH4-].[Na+]. (4) Given the product [NH:24]1[C:32]2=[N:31][CH:30]=[CH:29][CH:28]=[C:27]2[C:26]([CH:33]=[C:17]2[O:16][C:15]([NH:14][C:3]3[CH:4]=[CH:5][C:6]([CH2:8][N:9]4[CH2:13][CH2:12][CH2:11][CH2:10]4)=[CH:7][C:2]=3[CH3:1])=[C:19]([C:20]([O:22][CH2:36][CH3:37])=[O:21])[C:18]2=[O:23])=[CH:25]1, predict the reactants needed to synthesize it. The reactants are: [CH3:1][C:2]1[CH:7]=[C:6]([CH2:8][N:9]2[CH2:13][CH2:12][CH2:11][CH2:10]2)[CH:5]=[CH:4][C:3]=1[NH:14][C:15]1[O:16][CH2:17][C:18](=[O:23])[C:19]=1[C:20]([O-:22])=[O:21].[NH:24]1[C:32]2[C:27](=[CH:28][CH:29]=[CH:30][N:31]=2)[C:26]([CH:33]=O)=[CH:25]1.N1CCC[CH2:37][CH2:36]1. (5) Given the product [NH:8]1[CH2:13][CH2:12][CH:11]([CH2:14][CH2:15][O:16][C:17]2[CH:26]=[C:25]3[C:20]([C:21](=[O:35])[N:22]([CH2:27][O:28][C:29](=[O:34])[C:30]([CH3:33])([CH3:31])[CH3:32])[CH:23]=[N:24]3)=[CH:19][C:18]=2[O:36][CH3:37])[CH2:10][CH2:9]1, predict the reactants needed to synthesize it. The reactants are: C(OC([N:8]1[CH2:13][CH2:12][CH:11]([CH2:14][CH2:15][O:16][C:17]2[CH:26]=[C:25]3[C:20]([C:21](=[O:35])[N:22]([CH2:27][O:28][C:29](=[O:34])[C:30]([CH3:33])([CH3:32])[CH3:31])[CH:23]=[N:24]3)=[CH:19][C:18]=2[O:36][CH3:37])[CH2:10][CH2:9]1)=O)(C)(C)C.C(O)(C(F)(F)F)=O.O.C(=O)([O-])O.[Na+].